Task: Predict the reactants needed to synthesize the given product.. Dataset: Full USPTO retrosynthesis dataset with 1.9M reactions from patents (1976-2016) Given the product [CH2:30]([O:29][C:27](=[O:28])[N:14]([S:15]([CH3:18])(=[O:16])=[O:17])[N:8]1[C:7](=[O:19])[C:6]2[C:11](=[CH:12][C:3]([CH2:1][CH3:2])=[C:4]([C:20]3[N:21]([CH3:25])[N:22]=[CH:23][CH:24]=3)[CH:5]=2)[NH:10][C:9]1=[O:13])[CH2:31][CH2:32][CH3:33], predict the reactants needed to synthesize it. The reactants are: [CH2:1]([C:3]1[CH:12]=[C:11]2[C:6]([C:7](=[O:19])[N:8]([NH:14][S:15]([CH3:18])(=[O:17])=[O:16])[C:9](=[O:13])[NH:10]2)=[CH:5][C:4]=1[C:20]1[N:21]([CH3:25])[N:22]=[CH:23][CH:24]=1)[CH3:2].Cl[C:27]([O:29][CH2:30][CH2:31][CH2:32][CH3:33])=[O:28].